Dataset: Full USPTO retrosynthesis dataset with 1.9M reactions from patents (1976-2016). Task: Predict the reactants needed to synthesize the given product. (1) Given the product [ClH:32].[CH3:33][C:5]1[C:6]2[C:7](=[N:8][N:11]3[C:12]([CH:16]4[CH2:21][CH2:20][NH:19][CH2:18][CH2:17]4)=[CH:13][C:14](=[O:15])[NH:9][C:10]3=2)[N:29]=[C:3]([C:2]([F:1])([F:31])[F:30])[CH:4]=1, predict the reactants needed to synthesize it. The reactants are: [F:1][C:2]([F:31])([F:30])[C:3]1[CH:4]=[CH:5][C:6]2[C:7]([N:29]=1)=[N:8][N:9]1[C:14](=[O:15])[CH:13]=[C:12]([CH:16]3[CH2:21][CH2:20][N:19](C(OC(C)(C)C)=O)[CH2:18][CH2:17]3)[NH:11][C:10]=21.[ClH:32].[CH3:33]O. (2) Given the product [Cl:32][C:33]1[CH:34]=[C:35]([NH:40][C:41]2[C:50]3[C:45](=[CH:46][C:47]([O:58][CH2:59][CH2:60][N:61]4[CH2:62][CH2:63][N:64]([C:7]([C@H:5]5[O:6][C:2](=[O:1])[CH2:3][CH2:4]5)=[O:9])[CH2:65][CH2:66]4)=[C:48]([O:51][CH2:52][CH:53]4[CH2:54][CH2:55][CH2:56][CH2:57]4)[CH:49]=3)[N:44]=[CH:43][N:42]=2)[CH:36]=[CH:37][C:38]=1[F:39], predict the reactants needed to synthesize it. The reactants are: [O:1]=[C:2]1[O:6][C@H:5]([C:7]([OH:9])=O)[CH2:4][CH2:3]1.N1(OC(N(C)C)=[N+](C)C)C2C=CC=CC=2N=N1.F[B-](F)(F)F.[Cl:32][C:33]1[CH:34]=[C:35]([NH:40][C:41]2[C:50]3[C:45](=[CH:46][C:47]([O:58][CH2:59][CH2:60][N:61]4[CH2:66][CH2:65][NH:64][CH2:63][CH2:62]4)=[C:48]([O:51][CH2:52][CH:53]4[CH2:57][CH2:56][CH2:55][CH2:54]4)[CH:49]=3)[N:44]=[CH:43][N:42]=2)[CH:36]=[CH:37][C:38]=1[F:39].C(N(CC)CC)C. (3) Given the product [F:1][C:2]1[CH:11]=[C:10]([C:12]2[C:13]([CH3:42])([CH3:41])[C@H:14]3[C@:27]([CH3:30])([CH2:28][CH:29]=2)[C@@H:26]2[C@:17]([CH3:40])([C@@:18]4([CH3:39])[C@H:23]([CH2:24][CH2:25]2)[C@H:22]2[C@H:31]([C:34]([CH3:36])=[CH2:35])[CH2:32][CH2:33][C@:21]2([CH2:37][NH:49][CH2:50][CH2:51][N:52]2[CH2:56][CH2:55][CH2:54][C:53]2=[O:57])[CH2:20][CH2:19]4)[CH2:16][CH2:15]3)[CH:9]=[CH:8][C:3]=1[C:4]([OH:6])=[O:5], predict the reactants needed to synthesize it. The reactants are: [F:1][C:2]1[CH:11]=[C:10]([C:12]2[C:13]([CH3:42])([CH3:41])[C@H:14]3[C@:27]([CH3:30])([CH2:28][CH:29]=2)[C@@H:26]2[C@:17]([CH3:40])([C@@:18]4([CH3:39])[C@H:23]([CH2:24][CH2:25]2)[C@H:22]2[C@H:31]([C:34]([CH3:36])=[CH2:35])[CH2:32][CH2:33][C@:21]2([CH:37]=O)[CH2:20][CH2:19]4)[CH2:16][CH2:15]3)[CH:9]=[CH:8][C:3]=1[C:4]([O:6]C)=[O:5].C(O)(=O)C(O)=O.[NH2:49][CH2:50][CH2:51][N:52]1[CH2:56][CH2:55][CH2:54][C:53]1=[O:57]. (4) Given the product [F:1][C:2]1[CH:3]=[CH:4][C:5]([CH2:6][N:7]2[C:11]3[C:12](=[O:26])[N:13]([CH3:25])[C:14]([CH:23]([O:24][CH:49]4[CH2:48][CH2:47][CH2:46][CH2:51][O:50]4)[C:37]#[N:38])=[C:15]([C:16]4[CH:17]=[CH:18][C:19]([CH3:22])=[CH:20][CH:21]=4)[C:10]=3[C:9]3[CH2:27][O:28][CH2:29][CH2:30][C:8]2=3)=[CH:31][CH:32]=1, predict the reactants needed to synthesize it. The reactants are: [F:1][C:2]1[CH:32]=[CH:31][C:5]([CH2:6][N:7]2[C:11]3[C:12](=[O:26])[N:13]([CH3:25])[C:14]([CH:23]=[O:24])=[C:15]([C:16]4[CH:21]=[CH:20][C:19]([CH3:22])=[CH:18][CH:17]=4)[C:10]=3[C:9]3[CH2:27][O:28][CH2:29][CH2:30][C:8]2=3)=[CH:4][CH:3]=1.[Si]([C:37]#[N:38])(C)(C)C.Cl.O1CCOCC1.[CH2:46]1[CH2:51][O:50][CH:49]=[CH:48][CH2:47]1.C([O-])(O)=O.[Na+]. (5) Given the product [CH2:1]([O:3][C:4](=[O:17])[C:5]1[CH:6]=[C:7]([F:16])[CH:8]=[C:9]([S:11][C:12]2[C:23]3[C:22](=[C:21]([F:28])[C:20]([Cl:19])=[CH:25][CH:24]=3)[NH:26][C:13]=2[CH3:14])[CH:10]=1)[CH3:2], predict the reactants needed to synthesize it. The reactants are: [CH2:1]([O:3][C:4](=[O:17])[C:5]1[CH:10]=[C:9]([S:11][CH2:12][C:13](=O)[CH3:14])[CH:8]=[C:7]([F:16])[CH:6]=1)[CH3:2].Cl.[Cl:19][C:20]1[C:21]([F:28])=[C:22]([NH:26]N)[CH:23]=[CH:24][CH:25]=1. (6) Given the product [Cl:7][C:8]1[CH:9]=[CH:10][C:11]2[N:17]3[CH:18]=[N:19][N:20]=[C:16]3[C@@H:15]([CH2:21][CH2:22][OH:23])[O:14][C@H:13]([C:27]3[CH:32]=[CH:31][CH:30]=[C:29]([O:33][CH3:34])[C:28]=3[O:35][CH3:36])[C:12]=2[CH:37]=1, predict the reactants needed to synthesize it. The reactants are: [H-].[Al+3].[Li+].[H-].[H-].[H-].[Cl:7][C:8]1[CH:9]=[CH:10][C:11]2[N:17]3[CH:18]=[N:19][N:20]=[C:16]3[C@@H:15]([CH2:21][C:22](OCC)=[O:23])[O:14][C@H:13]([C:27]3[CH:32]=[CH:31][CH:30]=[C:29]([O:33][CH3:34])[C:28]=3[O:35][CH3:36])[C:12]=2[CH:37]=1.C(C(C(C([O-])=O)O)O)([O-])=O.[Na+].[K+].